Dataset: Reaction yield outcomes from USPTO patents with 853,638 reactions. Task: Predict the reaction yield, written as a fraction of the theoretical maximum amount of product (1.0 means a 100% yield; for example, 0.34 means a 34% yield). The reactants are [CH3:1][CH2:2][C:3]1[CH2:22][N:20]2[CH2:21][C@@H:5]([CH2:6][C@:7]([C:56]([O:58][CH3:59])=[O:57])([C:23]3[CH:24]=[C:25]4[C@:33]56[C@@H:37]7[C@:38]([CH2:53][CH3:54])([C@@H:42]([O:49][C:50]([CH3:52])=[O:51])[C@:43]([OH:48])([C:44]([O:46][CH3:47])=[O:45])[C@@H:32]5[N:31]([CH3:55])[C:26]4=[CH:27][C:28]=3[O:29][CH3:30])[CH:39]=[CH:40][CH2:41][N:36]7[CH2:35][CH2:34]6)[C:8]3[NH:16][C:15]4[CH:14]=[CH:13][C:12]([Br:17])=[CH:11][C:10]=4[C:9]=3[CH2:18][CH2:19]2)[CH:4]=1.Cl.C(C[OH:66])(F)(F)F.[BH4-].[Na+]. The catalyst is O.O.O.O.O.O.O.C([O-])(=O)C([O-])=O.[Fe+3].C([O-])(=O)C([O-])=O.C([O-])(=O)C([O-])=O.[Fe+3].CCOC(C)=O.CO.CCN(CC)CC. The product is [CH3:1][CH2:2][C@@:3]1([OH:66])[CH2:22][N:20]2[CH2:21][C@@H:5]([CH2:6][C@:7]([C:56]([O:58][CH3:59])=[O:57])([C:23]3[CH:24]=[C:25]4[C@:33]56[C@@H:37]7[C@:38]([CH2:53][CH3:54])([C@@H:42]([O:49][C:50]([CH3:52])=[O:51])[C@:43]([OH:48])([C:44]([O:46][CH3:47])=[O:45])[C@@H:32]5[N:31]([CH3:55])[C:26]4=[CH:27][C:28]=3[O:29][CH3:30])[CH:39]=[CH:40][CH2:41][N:36]7[CH2:35][CH2:34]6)[C:8]3[NH:16][C:15]4[CH:14]=[CH:13][C:12]([Br:17])=[CH:11][C:10]=4[C:9]=3[CH2:18][CH2:19]2)[CH2:4]1. The yield is 0.220.